Dataset: Full USPTO retrosynthesis dataset with 1.9M reactions from patents (1976-2016). Task: Predict the reactants needed to synthesize the given product. (1) Given the product [C:19]([C:7]1[C:16]([F:17])=[CH:15][C:10]([C:11]([NH:13][CH3:14])=[O:12])=[C:9]([F:18])[CH:8]=1)#[N:20], predict the reactants needed to synthesize it. The reactants are: C([O-])(=O)C.[Na+].Br[C:7]1[C:16]([F:17])=[CH:15][C:10]([C:11]([NH:13][CH3:14])=[O:12])=[C:9]([F:18])[CH:8]=1.[CH3:19][N:20](C)C=O. (2) Given the product [F:30][C:2]1([F:1])[CH2:7][CH2:6][C:5]([CH2:9][NH:10][C:11]([C:13]2[C:14]3[CH:15]=[CH:16][C:17]([CH:24]4[CH2:28][CH2:27][C:26](=[O:29])[CH2:25]4)=[N:18][C:19]=3[CH:20]=[CH:21][C:22]=2[Cl:23])=[O:12])([OH:8])[CH2:4][CH2:3]1, predict the reactants needed to synthesize it. The reactants are: [F:1][C:2]1([F:30])[CH2:7][CH2:6][C:5]([CH2:9][NH:10][C:11]([C:13]2[C:14]3[CH:15]=[CH:16][C:17]([C:24]4[CH2:28][CH2:27][C:26](=[O:29])[CH:25]=4)=[N:18][C:19]=3[CH:20]=[CH:21][C:22]=2[Cl:23])=[O:12])([OH:8])[CH2:4][CH2:3]1.C([SiH](CC)CC)C. (3) The reactants are: [CH2:1]([O:3][C:4]([C:6]1([C:9]2[CH:14]=[CH:13][C:12]([C:15]3[CH:20]=[CH:19][C:18]([C:21]4[O:25][N:24]=[C:23]([CH3:26])[C:22]=4[NH:27][C:28]4[CH:33]=[CH:32][CH:31]=[C:30](Br)[N:29]=4)=[CH:17][CH:16]=3)=[CH:11][CH:10]=2)[CH2:8][CH2:7]1)=[O:5])[CH3:2].[Cl:35][C:36]1[CH:41]=[CH:40][CH:39]=[C:38]([Cl:42])[C:37]=1B(O)O. Given the product [CH2:1]([O:3][C:4]([C:6]1([C:9]2[CH:14]=[CH:13][C:12]([C:15]3[CH:20]=[CH:19][C:18]([C:21]4[O:25][N:24]=[C:23]([CH3:26])[C:22]=4[NH:27][C:28]4[CH:33]=[CH:32][CH:31]=[C:30]([C:37]5[C:36]([Cl:35])=[CH:41][CH:40]=[CH:39][C:38]=5[Cl:42])[N:29]=4)=[CH:17][CH:16]=3)=[CH:11][CH:10]=2)[CH2:8][CH2:7]1)=[O:5])[CH3:2], predict the reactants needed to synthesize it. (4) The reactants are: [CH:1]([NH:4][C:5]1[C:10]([C:11](Cl)=[O:12])=[CH:9][N:8]=[C:7]([S:14][CH3:15])[N:6]=1)([CH3:3])[CH3:2].[CH2:16]([NH2:19])[CH:17]=[CH2:18]. Given the product [CH2:16]([NH:19][C:11]([C:10]1[C:5]([NH:4][CH:1]([CH3:3])[CH3:2])=[N:6][C:7]([S:14][CH3:15])=[N:8][CH:9]=1)=[O:12])[CH:17]=[CH2:18], predict the reactants needed to synthesize it. (5) Given the product [CH3:1][C:2]1[C:7]([CH:8]2[CH2:13][CH2:12][N:11]([C:14]([O:16][C:17]([CH3:20])([CH3:19])[CH3:18])=[O:15])[CH2:10][CH2:9]2)=[CH:6][CH:5]=[CH:4][N:3]=1, predict the reactants needed to synthesize it. The reactants are: [CH3:1][C:2]1[C:7]([C:8]2[CH2:9][CH2:10][N:11]([C:14]([O:16][C:17]([CH3:20])([CH3:19])[CH3:18])=[O:15])[CH2:12][CH:13]=2)=[CH:6][CH:5]=[CH:4][N:3]=1. (6) Given the product [Br:1][C:2]1[CH:11]=[CH:10][C:5]2[CH:6]([OH:9])[CH2:7][O:8][C:4]=2[CH:3]=1, predict the reactants needed to synthesize it. The reactants are: [Br:1][C:2]1[CH:11]=[CH:10][C:5]2[C:6](=[O:9])[CH2:7][O:8][C:4]=2[CH:3]=1.[BH4-].[Na+]. (7) Given the product [F:38][C:29]1[CH:30]=[C:31]([S:34]([CH3:37])(=[O:35])=[O:36])[CH:32]=[CH:33][C:28]=1[N:25]1[C:21]2=[N:22][CH:23]=[N:24][C:19]([O:15][CH:12]3[CH2:11][CH2:10][N:9]([C:7]4[O:6][N:5]=[C:4]([CH:1]([CH3:3])[CH3:2])[N:8]=4)[CH2:14][CH2:13]3)=[C:20]2[CH:27]=[N:26]1, predict the reactants needed to synthesize it. The reactants are: [CH:1]([C:4]1[N:8]=[C:7]([N:9]2[CH2:14][CH2:13][CH:12]([OH:15])[CH2:11][CH2:10]2)[O:6][N:5]=1)([CH3:3])[CH3:2].[H-].[Na+].Cl[C:19]1[N:24]=[CH:23][N:22]=[C:21]2[N:25]([C:28]3[CH:33]=[CH:32][C:31]([S:34]([CH3:37])(=[O:36])=[O:35])=[CH:30][C:29]=3[F:38])[N:26]=[CH:27][C:20]=12.O. (8) Given the product [O:19]=[C:15]([N:1]1[C:10]2[C:5](=[C:6]([NH:11][C:12](=[O:14])[CH3:13])[CH:7]=[CH:8][CH:9]=2)[CH2:4][CH2:3][CH2:2]1)[CH2:16][CH2:17][CH3:18], predict the reactants needed to synthesize it. The reactants are: [NH:1]1[C:10]2[C:5](=[C:6]([NH:11][C:12](=[O:14])[CH3:13])[CH:7]=[CH:8][CH:9]=2)[CH2:4][CH2:3][CH2:2]1.[C:15](O[C:15](=[O:19])[CH2:16][CH2:17][CH3:18])(=[O:19])[CH2:16][CH2:17][CH3:18].C(N(CC)CC)C. (9) Given the product [N+:8]([C:5]1[CH:6]=[CH:7][C:2]([N:14]2[CH2:13][CH2:12][N:11]([C:17]([O:19][C:20]([CH3:23])([CH3:22])[CH3:21])=[O:18])[CH2:16][CH2:15]2)=[CH:3][CH:4]=1)([O-:10])=[O:9], predict the reactants needed to synthesize it. The reactants are: F[C:2]1[CH:7]=[CH:6][C:5]([N+:8]([O-:10])=[O:9])=[CH:4][CH:3]=1.[N:11]1([C:17]([O:19][C:20]([CH3:23])([CH3:22])[CH3:21])=[O:18])[CH2:16][CH2:15][NH:14][CH2:13][CH2:12]1.C(=O)([O-])[O-].[K+].[K+].O. (10) The reactants are: I[C:2]1[CH:7]=[CH:6][C:5]([NH:8][C:9]2[S:10][C:11]3[CH:17]=[C:16]([CH3:18])[CH:15]=[CH:14][C:12]=3[N:13]=2)=[CH:4][CH:3]=1.CC1(C)C(C)(C)OB([C:27]2[CH:43]=[CH:42][C:30]([C:31]([C@@H:33]3[CH2:37][CH2:36][CH2:35][C@H:34]3[C:38]([O:40]C)=[O:39])=[O:32])=[CH:29][CH:28]=2)O1.C([O-])(O)=O.[Na+].ClCCl.[OH-].[Na+]. Given the product [CH3:18][C:16]1[CH:15]=[CH:14][C:12]2[N:13]=[C:9]([NH:8][C:5]3[CH:6]=[CH:7][C:2]([C:27]4[CH:28]=[CH:29][C:30]([C:31]([C@@H:33]5[CH2:37][CH2:36][CH2:35][C@H:34]5[C:38]([OH:40])=[O:39])=[O:32])=[CH:42][CH:43]=4)=[CH:3][CH:4]=3)[S:10][C:11]=2[CH:17]=1, predict the reactants needed to synthesize it.